From a dataset of Full USPTO retrosynthesis dataset with 1.9M reactions from patents (1976-2016). Predict the reactants needed to synthesize the given product. (1) The reactants are: Cl[C:2]1[C:11]2[C:6](=[CH:7][C:8]([C:12]3[C:17]([C:18]([F:21])([F:20])[F:19])=[CH:16][CH:15]=[CH:14][N:13]=3)=[CH:9][CH:10]=2)[N:5]=[C:4]([CH2:22][Cl:23])[N:3]=1.CCN(C(C)C)C(C)C.[CH2:33]([NH2:41])[CH2:34][C:35]1[CH:40]=[CH:39][CH:38]=[CH:37][CH:36]=1. Given the product [Cl:23][CH2:22][C:4]1[N:3]=[C:2]([NH:41][CH2:33][CH2:34][C:35]2[CH:40]=[CH:39][CH:38]=[CH:37][CH:36]=2)[C:11]2[C:6](=[CH:7][C:8]([C:12]3[C:17]([C:18]([F:21])([F:20])[F:19])=[CH:16][CH:15]=[CH:14][N:13]=3)=[CH:9][CH:10]=2)[N:5]=1, predict the reactants needed to synthesize it. (2) The reactants are: C[O:2][C:3]1[N:8]=[CH:7][C:6]([C:9]2[C:10]([C:18]3[CH:23]=[CH:22][CH:21]=[CH:20][CH:19]=3)=[N:11][N:12]3[CH:17]=[CH:16][N:15]=[CH:14][C:13]=23)=[CH:5][CH:4]=1.Cl.[OH-].[Na+]. Given the product [NH:8]1[CH:7]=[C:6]([C:9]2[C:10]([C:18]3[CH:19]=[CH:20][CH:21]=[CH:22][CH:23]=3)=[N:11][N:12]3[CH:17]=[CH:16][N:15]=[CH:14][C:13]=23)[CH:5]=[CH:4][C:3]1=[O:2], predict the reactants needed to synthesize it. (3) Given the product [Cl:27][C:28]1[C:29]([F:54])=[C:30]([NH:34][C:35]2[C:44]3[C:39](=[CH:40][C:41]([O:47][C@H:48]4[CH2:53][CH2:52][CH2:51][N:50]([C:67](=[O:68])[CH2:66][O:65][CH3:64])[CH2:49]4)=[C:42]([O:45][CH3:46])[CH:43]=3)[N:38]=[CH:37][N:36]=2)[CH:31]=[CH:32][CH:33]=1, predict the reactants needed to synthesize it. The reactants are: CN(C(ON1N=NC2C=CC=NC1=2)=[N+](C)C)C.F[P-](F)(F)(F)(F)F.Cl.Cl.[Cl:27][C:28]1[C:29]([F:54])=[C:30]([NH:34][C:35]2[C:44]3[C:39](=[CH:40][C:41]([O:47][C@H:48]4[CH2:53][CH2:52][CH2:51][NH:50][CH2:49]4)=[C:42]([O:45][CH3:46])[CH:43]=3)[N:38]=[CH:37][N:36]=2)[CH:31]=[CH:32][CH:33]=1.C(N(C(C)C)CC)(C)C.[CH3:64][O:65][CH2:66][C:67](O)=[O:68]. (4) Given the product [F:12][C:13]([F:24])([F:25])[C:14]1[CH:15]=[CH:16][C:17]([CH2:20][CH2:21][CH:22]=[O:23])=[CH:18][CH:19]=1, predict the reactants needed to synthesize it. The reactants are: C1C=C[NH+]=CC=1.[O-][Cr](Cl)(=O)=O.[F:12][C:13]([F:25])([F:24])[C:14]1[CH:19]=[CH:18][C:17]([CH2:20][CH2:21][CH2:22][OH:23])=[CH:16][CH:15]=1.